From a dataset of Catalyst prediction with 721,799 reactions and 888 catalyst types from USPTO. Predict which catalyst facilitates the given reaction. (1) Reactant: [CH3:1][N:2]1[C:10]2[CH:9]=[C:8]([N:11]3[CH:16]=[CH:15][C:14]([C:17]4[CH:22]=[CH:21][C:20]([C:23]([F:26])([F:25])[F:24])=[CH:19][CH:18]=4)=[CH:13][C:12]3=[O:27])[CH:7]=[CH:6][C:5]=2[C:4]2[CH2:28][N:29](C(OC(C)(C)C)=O)[CH2:30][CH2:31][C:3]1=2.[ClH:39]. Product: [ClH:39].[ClH:39].[CH3:1][N:2]1[C:10]2[CH:9]=[C:8]([N:11]3[CH:16]=[CH:15][C:14]([C:17]4[CH:18]=[CH:19][C:20]([C:23]([F:24])([F:26])[F:25])=[CH:21][CH:22]=4)=[CH:13][C:12]3=[O:27])[CH:7]=[CH:6][C:5]=2[C:4]2[CH2:28][NH:29][CH2:30][CH2:31][C:3]1=2. The catalyst class is: 275. (2) Reactant: [Br:1][C:2]1[CH:3]=[C:4]2[C:8](=[CH:9][C:10]=1[N+:11]([O-:13])=[O:12])[N:7]([C:14]([C:27]1[CH:32]=[CH:31][CH:30]=[CH:29][CH:28]=1)([C:21]1[CH:26]=[CH:25][CH:24]=[CH:23][CH:22]=1)[C:15]1[CH:20]=[CH:19][CH:18]=[CH:17][CH:16]=1)[N:6]=[C:5]2I.[CH3:34][N:35]1[CH:39]=[C:38](B2OC(C)(C)C(C)(C)O2)[CH:37]=[N:36]1.C(=O)([O-])[O-].[Cs+].[Cs+]. Product: [Br:1][C:2]1[CH:3]=[C:4]2[C:8](=[CH:9][C:10]=1[N+:11]([O-:13])=[O:12])[N:7]([C:14]([C:27]1[CH:32]=[CH:31][CH:30]=[CH:29][CH:28]=1)([C:21]1[CH:26]=[CH:25][CH:24]=[CH:23][CH:22]=1)[C:15]1[CH:20]=[CH:19][CH:18]=[CH:17][CH:16]=1)[N:6]=[C:5]2[C:38]1[CH:37]=[N:36][N:35]([CH3:34])[CH:39]=1. The catalyst class is: 819. (3) Reactant: [CH:1]1([N:5]([CH3:26])[C:6](=[O:25])[C:7]2[CH:12]=[C:11]([O:13][C:14]3[C:19]([Cl:20])=[CH:18][C:17]([CH:21]=O)=[CH:16][C:15]=3[Cl:23])[CH:10]=[CH:9][C:8]=2[OH:24])[CH2:4][CH2:3][CH2:2]1.[CH2:27]1[S:33][C:31](=[O:32])[NH:30][C:28]1=[O:29].C(O)(=O)C.N1CCCCC1. Product: [CH:1]1([N:5]([CH3:26])[C:6](=[O:25])[C:7]2[CH:12]=[C:11]([O:13][C:14]3[C:19]([Cl:20])=[CH:18][C:17]([CH:21]=[C:27]4[S:33][C:31](=[O:32])[NH:30][C:28]4=[O:29])=[CH:16][C:15]=3[Cl:23])[CH:10]=[CH:9][C:8]=2[OH:24])[CH2:2][CH2:3][CH2:4]1. The catalyst class is: 11. (4) Reactant: C([O:8][N:9]1[C:15](=[O:16])[N:14]2[CH2:17][C@H:10]1[CH2:11][CH2:12][C@H:13]2[C:18]([NH:20][O:21][CH2:22][CH2:23][NH:24][S:25]([NH:28][C:29](=[O:35])[O:30][C:31]([CH3:34])([CH3:33])[CH3:32])(=[O:27])=[O:26])=[O:19])C1C=CC=CC=1. Product: [OH:8][N:9]1[C:15](=[O:16])[N:14]2[CH2:17][C@H:10]1[CH2:11][CH2:12][C@H:13]2[C:18]([NH:20][O:21][CH2:22][CH2:23][NH:24][S:25]([NH:28][C:29](=[O:35])[O:30][C:31]([CH3:33])([CH3:32])[CH3:34])(=[O:26])=[O:27])=[O:19]. The catalyst class is: 19.